This data is from Full USPTO retrosynthesis dataset with 1.9M reactions from patents (1976-2016). The task is: Predict the reactants needed to synthesize the given product. Given the product [CH3:22][N:18]([C@@H:16]([CH3:17])[CH2:15][NH:14][CH3:7])[C:19](=[O:21])[CH3:20], predict the reactants needed to synthesize it. The reactants are: C1([CH:7]([N:14](C)[CH2:15][C@@H:16]([N:18]([CH3:22])[C:19](=[O:21])[CH3:20])[CH3:17])C2C=CC=CC=2)C=CC=CC=1.[H][H].